This data is from Forward reaction prediction with 1.9M reactions from USPTO patents (1976-2016). The task is: Predict the product of the given reaction. The product is: [ClH:62].[CH3:46][NH:47][CH2:55][C@@H:56]1[CH2:61][CH2:60][CH2:59][N:58]([C:13]([C:11]2[S:12][C:8]([C:5]3[C:4]([CH3:16])=[C:3]([C:2]([F:1])([F:18])[F:17])[O:7][N:6]=3)=[CH:9][CH:10]=2)=[O:15])[CH2:57]1. Given the reactants [F:1][C:2]([F:18])([F:17])[C:3]1[O:7][N:6]=[C:5]([C:8]2[S:12][C:11]([C:13]([OH:15])=O)=[CH:10][CH:9]=2)[C:4]=1[CH3:16].CC1C(C2SC(C(N3CCC[C@@H](NC(=O)C)C3)=O)=CC=2)=NOC=1C(F)(F)F.[CH3:46][N:47]([CH2:55][C@@H:56]1[CH2:61][CH2:60][CH2:59][NH:58][CH2:57]1)C(=O)OC(C)(C)C.[ClH:62], predict the reaction product.